Dataset: Peptide-MHC class II binding affinity with 134,281 pairs from IEDB. Task: Regression. Given a peptide amino acid sequence and an MHC pseudo amino acid sequence, predict their binding affinity value. This is MHC class II binding data. (1) The peptide sequence is EAMEKELREAFRLYD. The MHC is HLA-DQA10102-DQB10602 with pseudo-sequence HLA-DQA10102-DQB10602. The binding affinity (normalized) is 0.377. (2) The peptide sequence is ISGLKPGVDYTITVY. The MHC is DRB1_0101 with pseudo-sequence DRB1_0101. The binding affinity (normalized) is 0.533. (3) The MHC is DRB1_0404 with pseudo-sequence DRB1_0404. The binding affinity (normalized) is 0.281. The peptide sequence is EFEPPHAATIRVLAL.